This data is from Full USPTO retrosynthesis dataset with 1.9M reactions from patents (1976-2016). The task is: Predict the reactants needed to synthesize the given product. (1) Given the product [F:27][C:26]([F:29])([F:28])[S:23]([O:7][C:4]1[CH2:3][CH2:2][S:1][CH2:6][CH:5]=1)(=[O:25])=[O:24], predict the reactants needed to synthesize it. The reactants are: [S:1]1[CH2:6][CH2:5][C:4](=[O:7])[CH2:3][CH2:2]1.[Li+].CC([N-]C(C)C)C.C1C=CC(N([S:23]([C:26]([F:29])([F:28])[F:27])(=[O:25])=[O:24])[S:23]([C:26]([F:29])([F:28])[F:27])(=[O:25])=[O:24])=CC=1. (2) Given the product [CH2:18]([C:20]1[N:21]=[N+:22]([O-:31])[C:23]2[CH:29]=[CH:28][C:27]([O:17][CH2:16][CH2:15][CH2:14][N:8]3[CH2:13][CH2:12][O:11][CH2:10][CH2:9]3)=[CH:26][C:24]=2[N:25]=1)[CH3:19], predict the reactants needed to synthesize it. The reactants are: [H-].[Na+].C1COCC1.[N:8]1([CH2:14][CH2:15][CH2:16][OH:17])[CH2:13][CH2:12][O:11][CH2:10][CH2:9]1.[CH2:18]([C:20]1[N:21]=[N+:22]([O-:31])[C:23]2[CH:29]=[CH:28][C:27](F)=[CH:26][C:24]=2[N:25]=1)[CH3:19].